Dataset: Full USPTO retrosynthesis dataset with 1.9M reactions from patents (1976-2016). Task: Predict the reactants needed to synthesize the given product. (1) Given the product [C:36]1([CH:7]([C:1]2[CH:6]=[CH:5][CH:4]=[CH:3][CH:2]=2)[CH2:8][NH:9][C:10]2[C:19]3[C:14](=[CH:15][CH:16]=[CH:17][CH:18]=3)[N:13]=[C:12]([C:20]3[CH:21]=[C:22]4[C:26](=[CH:27][CH:28]=3)[NH:25][CH2:24][CH2:23]4)[N:11]=2)[CH:37]=[CH:38][CH:39]=[CH:40][CH:41]=1, predict the reactants needed to synthesize it. The reactants are: [C:1]1([CH:7]([C:36]2[CH:41]=[CH:40][CH:39]=[CH:38][CH:37]=2)[CH2:8][NH:9][C:10]2[C:19]3[C:14](=[CH:15][CH:16]=[CH:17][CH:18]=3)[N:13]=[C:12]([C:20]3[CH:21]=[C:22]4[C:26](=[CH:27][CH:28]=3)[N:25](C(OC(C)(C)C)=O)[CH2:24][CH2:23]4)[N:11]=2)[CH:6]=[CH:5][CH:4]=[CH:3][CH:2]=1. (2) Given the product [Cl:1][C:2]1[CH:7]=[CH:6][N:5]=[C:4]2[CH:8]=[C:9]([C:11]3[N:12]([CH3:16])[C:13]([C:31]#[N:32])=[N:14][CH:15]=3)[S:10][C:3]=12, predict the reactants needed to synthesize it. The reactants are: [Cl:1][C:2]1[CH:7]=[CH:6][N:5]=[C:4]2[CH:8]=[C:9]([C:11]3[N:12]([CH3:16])[CH:13]=[N:14][CH:15]=3)[S:10][C:3]=12.[Li]CCCC.C1(C)C=CC(S([C:31]#[N:32])(=O)=O)=CC=1. (3) The reactants are: [NH2:1][C:2]1[S:10][C:5]2[CH2:6][O:7][CH2:8][CH2:9][C:4]=2[C:3]=1[C:11]([NH2:13])=[O:12].[F:14][C:15]([F:30])([F:29])[C:16]1[C:24]2[CH2:23][CH2:22][CH2:21][CH2:20][C:19]=2[N:18]([CH2:25][C:26](O)=[O:27])[N:17]=1.C(N1C=CN=C1)(N1C=CN=C1)=O. Given the product [F:30][C:15]([F:14])([F:29])[C:16]1[C:24]2[CH2:23][CH2:22][CH:21]=[CH:20][C:19]=2[N:18]([CH2:25][C:26]([NH:1][C:2]2[S:10][C:5]3[CH2:6][O:7][CH2:8][CH2:9][C:4]=3[C:3]=2[C:11]([NH2:13])=[O:12])=[O:27])[N:17]=1, predict the reactants needed to synthesize it.